Dataset: Reaction yield outcomes from USPTO patents with 853,638 reactions. Task: Predict the reaction yield, written as a fraction of the theoretical maximum amount of product (1.0 means a 100% yield; for example, 0.34 means a 34% yield). The reactants are Cl[C:2]1[N:3]=[C:4]([NH:11][C:12]2[CH:13]=[C:14]3[C:18](=[CH:19][CH:20]=2)[NH:17][N:16]=[CH:15]3)[C:5]2[CH2:10][O:9][CH2:8][C:6]=2[N:7]=1.[CH3:21][O:22][C:23]1[CH:24]=[C:25]2[C:29](=[CH:30][CH:31]=1)[CH2:28][NH:27][CH2:26]2.CCN(C(C)C)C(C)C. The catalyst is C(#N)C. The product is [NH:17]1[C:18]2[C:14](=[CH:13][C:12]([NH:11][C:4]3[C:5]4[CH2:10][O:9][CH2:8][C:6]=4[N:7]=[C:2]([N:27]4[CH2:26][C:25]5[C:29](=[CH:30][CH:31]=[C:23]([O:22][CH3:21])[CH:24]=5)[CH2:28]4)[N:3]=3)=[CH:20][CH:19]=2)[CH:15]=[N:16]1. The yield is 0.172.